This data is from Peptide-MHC class I binding affinity with 185,985 pairs from IEDB/IMGT. The task is: Regression. Given a peptide amino acid sequence and an MHC pseudo amino acid sequence, predict their binding affinity value. This is MHC class I binding data. (1) The peptide sequence is AENGWGFYF. The MHC is HLA-B08:01 with pseudo-sequence HLA-B08:01. The binding affinity (normalized) is 0.0847. (2) The peptide sequence is KYLFSPNML. The MHC is HLA-A02:06 with pseudo-sequence HLA-A02:06. The binding affinity (normalized) is 0.0847. (3) The peptide sequence is KLMEEYLRR. The MHC is HLA-A11:01 with pseudo-sequence HLA-A11:01. The binding affinity (normalized) is 0.789. (4) The peptide sequence is GPLRLFMAL. The binding affinity (normalized) is 0.770. The MHC is HLA-B08:01 with pseudo-sequence HLA-B08:01. (5) The peptide sequence is ATYGIIVPV. The MHC is HLA-A68:02 with pseudo-sequence HLA-A68:02. The binding affinity (normalized) is 0.719. (6) The peptide sequence is YPQPQLPY. The MHC is HLA-B54:01 with pseudo-sequence HLA-B54:01. The binding affinity (normalized) is 0.